Task: Regression. Given two drug SMILES strings and cell line genomic features, predict the synergy score measuring deviation from expected non-interaction effect.. Dataset: NCI-60 drug combinations with 297,098 pairs across 59 cell lines (1) Drug 2: CC1=C(C=C(C=C1)C(=O)NC2=CC(=CC(=C2)C(F)(F)F)N3C=C(N=C3)C)NC4=NC=CC(=N4)C5=CN=CC=C5. Synergy scores: CSS=5.51, Synergy_ZIP=-2.36, Synergy_Bliss=4.33, Synergy_Loewe=1.70, Synergy_HSA=4.69. Cell line: UO-31. Drug 1: CC12CCC(CC1=CCC3C2CCC4(C3CC=C4C5=CN=CC=C5)C)O. (2) Drug 1: C1CCN(CC1)CCOC2=CC=C(C=C2)C(=O)C3=C(SC4=C3C=CC(=C4)O)C5=CC=C(C=C5)O. Drug 2: CC(CN1CC(=O)NC(=O)C1)N2CC(=O)NC(=O)C2. Cell line: LOX IMVI. Synergy scores: CSS=31.3, Synergy_ZIP=-10.6, Synergy_Bliss=-3.80, Synergy_Loewe=-0.813, Synergy_HSA=-0.693.